From a dataset of Forward reaction prediction with 1.9M reactions from USPTO patents (1976-2016). Predict the product of the given reaction. (1) Given the reactants [N+:1]([C:4]1[CH:12]=[C:11]2[C:7]([CH:8]=[CH:9][NH:10]2)=[CH:6][CH:5]=1)([O-:3])=[O:2].[H-].[Na+].Br[CH2:16][C:17]#[N:18].O, predict the reaction product. The product is: [N+:1]([C:4]1[CH:12]=[C:11]2[C:7]([CH:8]=[CH:9][N:10]2[CH2:16][C:17]#[N:18])=[CH:6][CH:5]=1)([O-:3])=[O:2]. (2) Given the reactants [C:1](Cl)(=[O:4])[CH:2]=[CH2:3].[CH3:6][O:7][C:8]1[CH:13]=[C:12]([C:14]2[CH2:15][CH2:16][N:17]([CH3:20])[CH2:18][CH:19]=2)[C:11]([NH2:21])=[CH:10][C:9]=1[NH:22][C:23]1[N:28]=[C:27]([C:29]2[CH:30]=[N:31][N:32]3[CH:37]=[CH:36][CH:35]=[CH:34][C:33]=23)[CH:26]=[CH:25][N:24]=1.C(N(CC)CC)C, predict the reaction product. The product is: [CH3:6][O:7][C:8]1[C:9]([NH:22][C:23]2[N:28]=[C:27]([C:29]3[CH:30]=[N:31][N:32]4[CH:37]=[CH:36][CH:35]=[CH:34][C:33]=34)[CH:26]=[CH:25][N:24]=2)=[CH:10][C:11]([NH:21][C:1](=[O:4])[CH:2]=[CH2:3])=[C:12]([C:14]2[CH2:15][CH2:16][N:17]([CH3:20])[CH2:18][CH:19]=2)[CH:13]=1. (3) The product is: [Br:13][C:2]1[CH:3]=[C:4]2[C:8](=[CH:9][CH:10]=1)[C:7](=[O:11])[NH:6][C:5]2=[O:12]. Given the reactants N[C:2]1[CH:3]=[C:4]2[C:8](=[CH:9][CH:10]=1)[C:7](=[O:11])[NH:6][C:5]2=[O:12].[BrH:13], predict the reaction product. (4) The product is: [Cl:1][C:2]1[CH:3]=[C:4]2[C:9](=[CH:10][CH:11]=1)[N:8]=[C:7]([CH:12]=[O:13])[CH:6]=[CH:5]2. Given the reactants [Cl:1][C:2]1[CH:3]=[C:4]2[C:9](=[CH:10][CH:11]=1)[N:8]=[C:7]([CH3:12])[CH:6]=[CH:5]2.[O:13]1CCOCC1, predict the reaction product. (5) Given the reactants [NH2:1][C:2]1[CH:28]=[CH:27][C:5]2[C:6]([C:9]([NH:11][C:12]3[CH:24]=[CH:23][C:22]([C:25]#[N:26])=[CH:21][C:13]=3[C:14]([O:16]C(C)(C)C)=[O:15])=[O:10])=[N:7][O:8][C:4]=2[CH:3]=1.[C:29]1([CH2:35][S:36](Cl)(=[O:38])=[O:37])[CH:34]=[CH:33][CH:32]=[CH:31][CH:30]=1, predict the reaction product. The product is: [CH2:35]([S:36]([NH:1][C:2]1[CH:28]=[CH:27][C:5]2[C:6]([C:9]([NH:11][C:12]3[CH:24]=[CH:23][C:22]([C:25]#[N:26])=[CH:21][C:13]=3[C:14]([OH:16])=[O:15])=[O:10])=[N:7][O:8][C:4]=2[CH:3]=1)(=[O:38])=[O:37])[C:29]1[CH:34]=[CH:33][CH:32]=[CH:31][CH:30]=1. (6) Given the reactants C([O:8][C:9](=O)[C@@H:10]([NH:19][C:20]([O:22][C:23]([CH3:26])([CH3:25])[CH3:24])=[O:21])[CH2:11][CH2:12][C:13](=O)[CH2:14][CH2:15][CH:16]=[CH2:17])C1C=CC=CC=1.C1([SiH](C2C=CC=CC=2)C2C=CC=CC=2)C=CC=CC=1.FC1C(B(C2C(F)=C(F)C(F)=C(F)C=2F)C2C(F)=C(F)C(F)=C(F)C=2F)=C(F)C(F)=C(F)C=1F.C(OC(N1[C@@H](CCC=C)CC[C@H]1C(OCC1C=CC=CC=1)=O)=O)(C)(C)C.[H-].[Al+3].[Li+].[H-].[H-].[H-], predict the reaction product. The product is: [C:23]([O:22][C:20]([N:19]1[C@H:10]([CH2:9][OH:8])[CH2:11][CH2:12][C@@H:13]1[CH2:14][CH2:15][CH:16]=[CH2:17])=[O:21])([CH3:26])([CH3:25])[CH3:24]. (7) Given the reactants [CH3:1][C:2]1[CH:3]=[CH:4][C:5]([NH:21][C:22]([C:24]2[CH:25]=[CH:26][C:27]([CH2:30][N:31]3[CH2:36][CH2:35][N:34]([CH3:37])[CH2:33][CH2:32]3)=[CH:28][CH:29]=2)=[O:23])=[CH:6][C:7]=1[NH:8][C:9]1[N:10]=[CH:11][CH:12]=[C:13]([C:15]2[CH:16]=[CH:17][CH:18]=[N:19][CH:20]=2)[N:14]=1.[Cl:38][CH:39]([Cl:43])[C:40]([OH:42])=[O:41], predict the reaction product. The product is: [CH3:1][C:2]1[CH:3]=[CH:4][C:5]([NH:21][C:22]([C:24]2[CH:29]=[CH:28][C:27]([CH2:30][N:31]3[CH2:32][CH2:33][N:34]([CH3:37])[CH2:35][CH2:36]3)=[CH:26][CH:25]=2)=[O:23])=[CH:6][C:7]=1[NH:8][C:9]1[N:10]=[CH:11][CH:12]=[C:13]([C:15]2[CH:16]=[CH:17][CH:18]=[N:19][CH:20]=2)[N:14]=1.[Cl:38][CH:39]([Cl:43])[C:40]([O-:42])=[O:41]. (8) Given the reactants [F:1][C:2]1[CH:13]=[CH:12][C:5]([C:6](N(OC)C)=[O:7])=[CH:4][CH:3]=1.[O:14]1[CH2:19][CH2:18][CH2:17][O:16][CH:15]1[CH2:20][CH2:21][Mg]Br.[NH4+].[Cl-], predict the reaction product. The product is: [O:14]1[CH2:19][CH2:18][CH2:17][O:16][CH:15]1[CH2:20][CH2:21][C:6]([C:5]1[CH:4]=[CH:3][C:2]([F:1])=[CH:13][CH:12]=1)=[O:7]. (9) Given the reactants C([O:3][C:4](=[O:21])[CH:5]=[C:6]1[CH2:11][CH2:10][CH:9]([CH2:12][NH:13][C:14]([O:16][C:17]([CH3:20])([CH3:19])[CH3:18])=[O:15])[CH2:8][CH2:7]1)C.[OH-].[Na+], predict the reaction product. The product is: [C:17]([O:16][C:14]([NH:13][CH2:12][CH:9]1[CH2:8][CH2:7][C:6](=[CH:5][C:4]([OH:21])=[O:3])[CH2:11][CH2:10]1)=[O:15])([CH3:20])([CH3:18])[CH3:19]. (10) The product is: [CH3:13][N:10]1[C:11]([O:23][S:20]([C:19]([F:32])([F:31])[F:18])(=[O:22])=[O:21])=[CH:12][C:8]([C:14]([F:17])([F:16])[F:15])=[N:9]1. Given the reactants N1C=CC=CC=1.O[C:8]1([C:14]([F:17])([F:16])[F:15])[CH:12]=[CH:11][N:10]([CH3:13])[NH:9]1.[F:18][C:19]([F:32])([F:31])[S:20]([O:23]S(C(F)(F)F)(=O)=O)(=[O:22])=[O:21], predict the reaction product.